From a dataset of Reaction yield outcomes from USPTO patents with 853,638 reactions. Predict the reaction yield, written as a fraction of the theoretical maximum amount of product (1.0 means a 100% yield; for example, 0.34 means a 34% yield). (1) The reactants are N[C:2]1[S:3][C:4]2[C:9]([NH:10][C:11]([CH3:16])([CH2:14][OH:15])[CH2:12][OH:13])=[N:8][C:7]([S:17][CH2:18][C:19]3[CH:24]=[CH:23][CH:22]=[C:21]([F:25])[C:20]=3[F:26])=[N:6][C:5]=2[N:27]=1.[ClH:28].N([O-])=O.[Na+].N. The catalyst is O.C(#N)C. The product is [Cl:28][C:2]1[S:3][C:4]2[C:9]([NH:10][C:11]([CH3:16])([CH2:14][OH:15])[CH2:12][OH:13])=[N:8][C:7]([S:17][CH2:18][C:19]3[CH:24]=[CH:23][CH:22]=[C:21]([F:25])[C:20]=3[F:26])=[N:6][C:5]=2[N:27]=1. The yield is 0.670. (2) The reactants are C1COCC1.O.[C:7]([C:11]1[CH:16]=[C:15]([C:17]([CH3:20])([CH3:19])[CH3:18])[C:14](=[O:21])[C:13](=[O:22])[C:12]=1[N+:23]([O-:25])=[O:24])([CH3:10])([CH3:9])[CH3:8].[O-]S(S([O-])=O)=O.[Na+].[Na+]. The catalyst is CCOC(C)=O. The product is [C:7]([C:11]1[C:12]([N+:23]([O-:25])=[O:24])=[C:13]([OH:22])[C:14]([OH:21])=[C:15]([C:17]([CH3:18])([CH3:19])[CH3:20])[CH:16]=1)([CH3:8])([CH3:9])[CH3:10]. The yield is 0.740. (3) The reactants are C(O[C:6]([N:8]1[CH2:13][CH2:12][N:11](C2C(=O)N(CC(C)C)N=C(C3C=CC(C)=C(F)C=3)C=2C)[CH2:10][CH2:9]1)=O)(C)(C)C.[F:34][C:35]1[CH:36]=[C:37]([C:42]2[CH:43]=[C:44]([CH2:53]OS(C)(=O)=O)[C:45](=[O:52])[N:46]([CH2:48][CH:49]([CH3:51])[CH3:50])[N:47]=2)[CH:38]=[CH:39][C:40]=1[F:41].CN1CCNCC1. No catalyst specified. The product is [F:34][C:35]1[CH:36]=[C:37]([C:42]2[CH:43]=[C:44]([CH2:53][N:11]3[CH2:12][CH2:13][N:8]([CH3:6])[CH2:9][CH2:10]3)[C:45](=[O:52])[N:46]([CH2:48][CH:49]([CH3:51])[CH3:50])[N:47]=2)[CH:38]=[CH:39][C:40]=1[F:41]. The yield is 0.791.